This data is from Catalyst prediction with 721,799 reactions and 888 catalyst types from USPTO. The task is: Predict which catalyst facilitates the given reaction. (1) Reactant: [CH2:1]([C:3]1[CH:12]=[CH:11][C:6]([C:7]([O:9][CH3:10])=[O:8])=[C:5]([OH:13])[CH:4]=1)[CH3:2].[Br:14]Br.O. Product: [Br:14][C:12]1[C:3]([CH2:1][CH3:2])=[CH:4][C:5]([OH:13])=[C:6]([CH:11]=1)[C:7]([O:9][CH3:10])=[O:8]. The catalyst class is: 15. (2) Reactant: [CH2:1]([O:8][CH2:9][C:10](Cl)=[O:11])[C:2]1[CH:7]=[CH:6][CH:5]=[CH:4][CH:3]=1.[CH3:13][O:14][C:15](=[O:26])[CH:16]([O:18][C:19]1[CH:24]=[CH:23][C:22]([NH2:25])=[CH:21][CH:20]=1)[CH3:17].C(N(CC)CC)C. Product: [CH3:13][O:14][C:15](=[O:26])[CH:16]([O:18][C:19]1[CH:24]=[CH:23][C:22]([NH:25][C:10](=[O:11])[CH2:9][O:8][CH2:1][C:2]2[CH:7]=[CH:6][CH:5]=[CH:4][CH:3]=2)=[CH:21][CH:20]=1)[CH3:17]. The catalyst class is: 21. (3) Reactant: C[O:2][C:3]([C:5]1[C:6]([C:13]2[C:18]([Cl:19])=[CH:17][CH:16]=[CH:15][C:14]=2[Cl:20])=[N:7][O:8][C:9]=1[CH:10]1[CH2:12][CH2:11]1)=O.[H-].C([Al+]CC(C)C)C(C)C.Cl. Product: [CH:10]1([C:9]2[O:8][N:7]=[C:6]([C:13]3[C:14]([Cl:20])=[CH:15][CH:16]=[CH:17][C:18]=3[Cl:19])[C:5]=2[CH2:3][OH:2])[CH2:12][CH2:11]1. The catalyst class is: 4. (4) Reactant: [C:1]([C:3]1[CH:8]=[C:7]([CH3:9])[CH:6]=[CH:5][C:4]=1[C:10]1[CH:15]=[C:14]([C:16]([N:18]2[CH2:22][CH2:21][CH2:20][CH2:19]2)=[O:17])[CH:13]=[C:12]([C:23](O)=[O:24])[CH:11]=1)#[N:2].Cl.CN(C)CCCN=C=NCC.ON1C2C=CC=CC=2N=N1.C(N(CC)C(C)C)(C)C.[F:57][C:58]([F:68])([F:67])[C:59]1[N:64]=[CH:63][C:62]([CH2:65][NH2:66])=[CH:61][CH:60]=1. Product: [C:1]([C:3]1[CH:8]=[C:7]([CH3:9])[CH:6]=[CH:5][C:4]=1[C:10]1[CH:15]=[C:14]([C:16]([N:18]2[CH2:19][CH2:20][CH2:21][CH2:22]2)=[O:17])[CH:13]=[C:12]([C:23]([NH:66][CH2:65][C:62]2[CH:63]=[N:64][C:59]([C:58]([F:68])([F:57])[F:67])=[CH:60][CH:61]=2)=[O:24])[CH:11]=1)#[N:2]. The catalyst class is: 143.